This data is from Catalyst prediction with 721,799 reactions and 888 catalyst types from USPTO. The task is: Predict which catalyst facilitates the given reaction. (1) Reactant: Cl[C:2]1[CH:11]=[C:10]([Cl:12])[C:9]2[C:8](=[O:13])[CH2:7][CH2:6][CH2:5][C:4]=2[N:3]=1.[CH2:14]([C:16]1[CH:21]=[CH:20][CH:19]=[C:18]([CH2:22][CH3:23])[C:17]=1B(O)O)[CH3:15].C([O-])([O-])=O.[Na+].[Na+]. Product: [Cl:12][C:10]1[C:9]2[C:8](=[O:13])[CH2:7][CH2:6][CH2:5][C:4]=2[N:3]=[C:2]([C:17]2[C:18]([CH2:22][CH3:23])=[CH:19][CH:20]=[CH:21][C:16]=2[CH2:14][CH3:15])[CH:11]=1. The catalyst class is: 206. (2) Reactant: [Cl:1][C:2]1[S:6][C:5]([C:7]([NH:9][CH2:10][C:11]2[N:12]=[N:13][N:14]([C:16]3[CH:21]=[CH:20][C:19]([N:22]4[CH2:27][CH2:26][NH:25][CH2:24][C:23]4=[O:28])=[CH:18][CH:17]=3)[CH:15]=2)=[O:8])=[CH:4][CH:3]=1.[O:29]([C:31]#[N:32])[K]. Product: [Cl:1][C:2]1[S:6][C:5]([C:7]([NH:9][CH2:10][C:11]2[N:12]=[N:13][N:14]([C:16]3[CH:17]=[CH:18][C:19]([N:22]4[CH2:27][CH2:26][N:25]([C:31]([NH2:32])=[O:29])[CH2:24][C:23]4=[O:28])=[CH:20][CH:21]=3)[CH:15]=2)=[O:8])=[CH:4][CH:3]=1. The catalyst class is: 374.